This data is from Reaction yield outcomes from USPTO patents with 853,638 reactions. The task is: Predict the reaction yield, written as a fraction of the theoretical maximum amount of product (1.0 means a 100% yield; for example, 0.34 means a 34% yield). The product is [O:49]([C:56]1[CH:61]=[CH:60][C:59]([C:62]2[CH:67]=[CH:66][CH:65]=[C:64]([NH:68][C:22]([C:17]3[C:18](=[O:21])[O:19][C:20]4[C:15]([CH:16]=3)=[CH:14][CH:13]=[CH:12][C:11]=4[OH:10])=[O:24])[CH:63]=2)=[CH:58][CH:57]=1)[C:50]1[CH:51]=[CH:52][CH:53]=[CH:54][CH:55]=1. The reactants are CCN(C(C)C)C(C)C.[OH:10][C:11]1[CH:12]=[CH:13][CH:14]=[C:15]2[C:20]=1[O:19][C:18](=[O:21])[C:17]([C:22]([OH:24])=O)=[CH:16]2.CN(C(ON1N=NC2C=CC=NC1=2)=[N+](C)C)C.F[P-](F)(F)(F)(F)F.[O:49]([C:56]1[CH:61]=[CH:60][C:59]([C:62]2[CH:67]=[CH:66][CH:65]=[C:64]([NH2:68])[CH:63]=2)=[CH:58][CH:57]=1)[C:50]1[CH:55]=[CH:54][CH:53]=[CH:52][CH:51]=1. The yield is 0.340. The catalyst is CN(C=O)C.